From a dataset of TCR-epitope binding with 47,182 pairs between 192 epitopes and 23,139 TCRs. Binary Classification. Given a T-cell receptor sequence (or CDR3 region) and an epitope sequence, predict whether binding occurs between them. (1) The epitope is ISDYDYYRY. The TCR CDR3 sequence is CSADRNTEAFF. Result: 0 (the TCR does not bind to the epitope). (2) The epitope is KPLEFGATSAAL. The TCR CDR3 sequence is CASSLRGLGQPQHF. Result: 1 (the TCR binds to the epitope). (3) The epitope is PROT_97E67BCC. The TCR CDR3 sequence is CASSVRTSGSYEQYF. Result: 1 (the TCR binds to the epitope). (4) The TCR CDR3 sequence is CASSYHGTRDEQYF. The epitope is KLWAQCVQL. Result: 0 (the TCR does not bind to the epitope). (5) Result: 0 (the TCR does not bind to the epitope). The epitope is VLWAHGFEL. The TCR CDR3 sequence is CASSPTGTEAFF. (6) The epitope is YVFCTVNAL. The TCR CDR3 sequence is CASSSAGGHQPPQHF. Result: 0 (the TCR does not bind to the epitope). (7) The epitope is RLRPGGKKK. The TCR CDR3 sequence is CASSLVNHGYTF. Result: 0 (the TCR does not bind to the epitope). (8) The epitope is KLPDDFTGCV. The TCR CDR3 sequence is CASSRTGSTDTQYF. Result: 0 (the TCR does not bind to the epitope). (9) The epitope is SSNVANYQK. The TCR CDR3 sequence is CSVGLGQFGEQFF. Result: 1 (the TCR binds to the epitope).